This data is from Choline transporter screen with 302,306 compounds. The task is: Binary Classification. Given a drug SMILES string, predict its activity (active/inactive) in a high-throughput screening assay against a specified biological target. (1) The drug is Clc1ccc(n2[nH]c(=O)nc2c2ccccc2)cc1. The result is 0 (inactive). (2) The drug is S(=O)(=O)(N1CCC(CC1)C(=O)Nc1cc(ccc1)C)c1sccc1. The result is 0 (inactive). (3) The drug is s1c(c(c(c1N)C(=O)N)C)C(OCC)=O. The result is 0 (inactive). (4) The compound is s1c2CC(CCc2c(c1NC(=O)c1nn2c(cc(nc2n1)C)C(F)F)C#N)C. The result is 0 (inactive).